Dataset: Peptide-MHC class II binding affinity with 134,281 pairs from IEDB. Task: Regression. Given a peptide amino acid sequence and an MHC pseudo amino acid sequence, predict their binding affinity value. This is MHC class II binding data. The peptide sequence is CGYLMFLGGVKPTHI. The MHC is DRB3_0202 with pseudo-sequence DRB3_0202. The binding affinity (normalized) is 0.